Predict the reaction yield, written as a fraction of the theoretical maximum amount of product (1.0 means a 100% yield; for example, 0.34 means a 34% yield). From a dataset of Reaction yield outcomes from USPTO patents with 853,638 reactions. (1) The reactants are [C-:1]#[N:2].[Na+].Br[CH2:5][C:6]1[CH:15]=[CH:14][C:9]([C:10]([O:12][CH3:13])=[O:11])=[CH:8][CH:7]=1. The catalyst is CS(C)=O. The product is [C:1]([CH2:5][C:6]1[CH:15]=[CH:14][C:9]([C:10]([O:12][CH3:13])=[O:11])=[CH:8][CH:7]=1)#[N:2]. The yield is 0.550. (2) The reactants are [CH3:1][N:2]([CH3:9])[CH:3]1[CH2:7][CH2:6][S:5][C:4]1=[O:8].[OH:10]P(O)(O)=O.[N:15]1[CH:20]=[CH:19][CH:18]=[CH:17][C:16]=1[S:21][S:21][C:16]1[CH:17]=[CH:18][CH:19]=[CH:20][N:15]=1. The catalyst is [OH-].[Na+].CO. The product is [CH3:1][N:2]([CH3:9])[CH:3]([CH2:7][CH2:6][S:5][S:21][C:16]1[CH:17]=[CH:18][CH:19]=[CH:20][N:15]=1)[C:4]([OH:10])=[O:8]. The yield is 0.206. (3) The reactants are [CH:1]([N:4]1[CH2:10][CH2:9][CH2:8][NH:7][CH2:6][CH2:5]1)([CH3:3])[CH3:2].Cl[C:12]1[N:13]=[CH:14][C:15]([C:18]([NH:20][C:21]2[NH:22][N:23]=[C:24]([CH2:26][CH2:27][C:28]3[CH:33]=[C:32]([O:34][CH3:35])[CH:31]=[C:30]([O:36][CH3:37])[CH:29]=3)[CH:25]=2)=[O:19])=[N:16][CH:17]=1. The catalyst is CS(C)=O.CO. The product is [CH3:35][O:34][C:32]1[CH:33]=[C:28]([CH2:27][CH2:26][C:24]2[CH:25]=[C:21]([NH:20][C:18]([C:15]3[CH:14]=[N:13][C:12]([N:7]4[CH2:8][CH2:9][CH2:10][N:4]([CH:1]([CH3:3])[CH3:2])[CH2:5][CH2:6]4)=[CH:17][N:16]=3)=[O:19])[NH:22][N:23]=2)[CH:29]=[C:30]([O:36][CH3:37])[CH:31]=1. The yield is 0.420. (4) The reactants are Br[C:2]1[CH:3]=[C:4]2[C:9](=[CH:10][CH:11]=1)[N:8]=[CH:7][C:6]([C:12](=[O:15])[CH2:13][CH3:14])=[C:5]2[NH:16][C:17]1[CH:18]=[CH:19][C:20]([N:23]2[CH2:28][CH2:27][CH2:26][CH:25]([NH:29][C:30](=[O:36])[O:31][C:32]([CH3:35])([CH3:34])[CH3:33])[CH2:24]2)=[N:21][CH:22]=1.[Cl:37][C:38]1[CH:43]=[C:42](B2OC(C)(C)C(C)(C)O2)[CH:41]=[C:40]([F:53])[C:39]=1[OH:54]. No catalyst specified. The product is [Cl:37][C:38]1[CH:43]=[C:42]([C:2]2[CH:3]=[C:4]3[C:9](=[CH:10][CH:11]=2)[N:8]=[CH:7][C:6]([C:12](=[O:15])[CH2:13][CH3:14])=[C:5]3[NH:16][C:17]2[CH:18]=[CH:19][C:20]([N:23]3[CH2:28][CH2:27][CH2:26][CH:25]([NH:29][C:30](=[O:36])[O:31][C:32]([CH3:35])([CH3:34])[CH3:33])[CH2:24]3)=[N:21][CH:22]=2)[CH:41]=[C:40]([F:53])[C:39]=1[OH:54]. The yield is 0.600. (5) The reactants are [F:1][C:2]([F:7])([F:6])[C:3]([OH:5])=[O:4].[CH:8]1([CH:13]([N:18]2[CH:22]=[C:21]([C:23]3[C:24]4[CH:32]=[CH:31][N:30](OCC[Si](C)(C)C)[C:25]=4[N:26]=[C:27](C)[N:28]=3)[CH:20]=[N:19]2)[CH2:14][CH:15]2[CH2:17][CH2:16]2)[CH2:12][CH2:11][CH2:10][CH2:9]1.C(O)(C(F)(F)F)=O. The catalyst is C(Cl)Cl. The product is [F:1][C:2]([F:7])([F:6])[C:3]([OH:5])=[O:4].[CH:8]1([CH:13]([N:18]2[CH:22]=[C:21]([C:23]3[C:24]4[CH:32]=[CH:31][NH:30][C:25]=4[N:26]=[CH:27][N:28]=3)[CH:20]=[N:19]2)[CH2:14][CH:15]2[CH2:17][CH2:16]2)[CH2:12][CH2:11][CH2:10][CH2:9]1. The yield is 0.900.